From a dataset of Reaction yield outcomes from USPTO patents with 853,638 reactions. Predict the reaction yield, written as a fraction of the theoretical maximum amount of product (1.0 means a 100% yield; for example, 0.34 means a 34% yield). The reactants are CN(C(ON1N=NC2C=CC=NC1=2)=[N+](C)C)C.F[P-](F)(F)(F)(F)F.CCN(C(C)C)C(C)C.[CH2:34]([O:41][N:42]1[C:48](=[O:49])[N:47]2[CH2:50][C@H:43]1[CH2:44][CH2:45][C@H:46]2[C:51]([OH:53])=O)[C:35]1[CH:40]=[CH:39][CH:38]=[CH:37][CH:36]=1.[NH:54]([C:56](=[O:69])[CH2:57][CH:58]1[CH2:61][N:60]([C:62]([O:64][C:65]([CH3:68])([CH3:67])[CH3:66])=[O:63])[CH2:59]1)[NH2:55]. The catalyst is C(Cl)Cl. The product is [CH2:34]([O:41][N:42]1[C:48](=[O:49])[N:47]2[CH2:50][C@H:43]1[CH2:44][CH2:45][C@H:46]2[C:51]([NH:55][NH:54][C:56](=[O:69])[CH2:57][CH:58]1[CH2:61][N:60]([C:62]([O:64][C:65]([CH3:67])([CH3:66])[CH3:68])=[O:63])[CH2:59]1)=[O:53])[C:35]1[CH:36]=[CH:37][CH:38]=[CH:39][CH:40]=1. The yield is 0.930.